The task is: Predict the reactants needed to synthesize the given product.. This data is from Retrosynthesis with 50K atom-mapped reactions and 10 reaction types from USPTO. (1) Given the product Cc1cc(C)cc(-c2nc(NC(=O)c3ccncc3)sc2-c2ccncc2)c1, predict the reactants needed to synthesize it. The reactants are: Cc1cc(C)cc(-c2nc(N)sc2-c2ccncc2)c1.O=C(Cl)c1ccncc1. (2) Given the product O=S(=O)(Cc1ccc(Cl)cc1)N[C@@H]1CCN2CCN(c3cccc(C(F)(F)F)n3)C[C@@H]12, predict the reactants needed to synthesize it. The reactants are: NC1CCN2CCN(c3cccc(C(F)(F)F)n3)CC12.O=S(=O)(Cl)Cc1ccc(Cl)cc1. (3) Given the product COc1cccc(-c2ccc3ccc(NC(=O)c4cccc(Br)c4)nc3n2)c1, predict the reactants needed to synthesize it. The reactants are: COc1cccc(-c2ccc3ccc(N)nc3n2)c1.O=C(O)c1cccc(Br)c1. (4) Given the product COc1ccc(-c2ncnc3c(C(=O)N[C@H]4CC[C@H](NC(C)=O)CC4)c(C)[nH]c23)c(OCC2CC2)c1, predict the reactants needed to synthesize it. The reactants are: CC(=O)Cl.COc1ccc(-c2ncnc3c(C(=O)N[C@H]4CC[C@H](N)CC4)c(C)[nH]c23)c(OCC2CC2)c1. (5) The reactants are: Nc1cccc2cc(-c3ncns3)[nH]c12.O=S(=O)(Cl)c1cccs1. Given the product O=S(=O)(Nc1cccc2cc(-c3ncns3)[nH]c12)c1cccs1, predict the reactants needed to synthesize it. (6) Given the product CS(=O)c1csc(-n2c(=O)n(CC(=O)O)c3ccccc32)n1, predict the reactants needed to synthesize it. The reactants are: CS(=O)c1csc(-n2c(=O)n(CC(=O)OC(C)(C)C)c3ccccc32)n1. (7) Given the product COc1ccc2c(S(=O)c3ccccc3)ccnc2c1, predict the reactants needed to synthesize it. The reactants are: COc1ccc2c(Sc3ccccc3)ccnc2c1.O=C([O-])O. (8) Given the product CC(=O)Nc1cccc(C(O)CN2CCSC2=N)c1, predict the reactants needed to synthesize it. The reactants are: CC(=O)Nc1cccc(C(=O)CN2CCSC2=N)c1. (9) Given the product CC(=O)N[C@H]1C=C[C@@H](CO)C1, predict the reactants needed to synthesize it. The reactants are: CC(=O)OC(C)=O.N[C@H]1C=C[C@@H](CO)C1.